This data is from Peptide-MHC class II binding affinity with 134,281 pairs from IEDB. The task is: Regression. Given a peptide amino acid sequence and an MHC pseudo amino acid sequence, predict their binding affinity value. This is MHC class II binding data. (1) The peptide sequence is GELQIVDKIDYAFKI. The MHC is DRB1_0404 with pseudo-sequence DRB1_0404. The binding affinity (normalized) is 0.595. (2) The peptide sequence is IAEILIIIMRTFRIA. The MHC is DRB1_0301 with pseudo-sequence DRB1_0301. The binding affinity (normalized) is 0.724. (3) The peptide sequence is FLTGPLNFTGPCKGD. The MHC is DRB1_0401 with pseudo-sequence DRB1_0401. The binding affinity (normalized) is 0.149. (4) The peptide sequence is CDDALIEGITLLNAK. The MHC is HLA-DQA10102-DQB10602 with pseudo-sequence HLA-DQA10102-DQB10602. The binding affinity (normalized) is 0.949. (5) The peptide sequence is ALHIIAGTPEVHAVK. The MHC is HLA-DQA10301-DQB10302 with pseudo-sequence HLA-DQA10301-DQB10302. The binding affinity (normalized) is 0.261. (6) The peptide sequence is LEAAVKQAYAATVAT. The MHC is HLA-DQA10501-DQB10301 with pseudo-sequence HLA-DQA10501-DQB10301. The binding affinity (normalized) is 0.823. (7) The peptide sequence is FCDMLKLFEFNRNAI. The MHC is DRB1_0101 with pseudo-sequence DRB1_0101. The binding affinity (normalized) is 0.557. (8) The peptide sequence is AHGIPKVPPGPNITA. The MHC is DRB1_0901 with pseudo-sequence DRB1_0901. The binding affinity (normalized) is 0.0463. (9) The peptide sequence is EKKYFAATQFEPQAA. The MHC is HLA-DPA10201-DPB11401 with pseudo-sequence HLA-DPA10201-DPB11401. The binding affinity (normalized) is 0.271. (10) The peptide sequence is SQDLELKWNLNGLQAY. The MHC is DRB1_1302 with pseudo-sequence DRB1_1302. The binding affinity (normalized) is 0.694.